Task: Predict the reaction yield, written as a fraction of the theoretical maximum amount of product (1.0 means a 100% yield; for example, 0.34 means a 34% yield).. Dataset: Reaction yield outcomes from USPTO patents with 853,638 reactions (1) The reactants are [CH3:1][C:2]1[CH:15]=[CH:14][C:5]([O:6][C:7]2[CH:12]=[CH:11][C:10]([OH:13])=[CH:9][CH:8]=2)=[C:4]([N+:16]([O-])=O)[CH:3]=1.Cl[Sn]Cl. No catalyst specified. The product is [NH2:16][C:4]1[CH:3]=[C:2]([CH3:1])[CH:15]=[CH:14][C:5]=1[O:6][C:7]1[CH:8]=[CH:9][C:10]([OH:13])=[CH:11][CH:12]=1. The yield is 0.860. (2) The reactants are [CH2:1]([O:3][C:4]1[CH:13]=[C:12]2[C:7]([C:8]([NH:14][C:15]3[CH:20]=[CH:19][C:18]([O:21][C:22]4[CH:27]=[CH:26][CH:25]=[CH:24][CH:23]=4)=[CH:17][CH:16]=3)=[N:9][CH:10]=[N:11]2)=[CH:6][C:5]=1[NH2:28])[CH3:2].[CH2:29]([O:31][P:32]([CH2:37][C:38](O)=[O:39])([O:34][CH2:35][CH3:36])=[O:33])[CH3:30].CCN=C=NCCCN(C)C.Cl.CCN(C(C)C)C(C)C. The catalyst is CC(=O)OCC.CN(C=O)C. The product is [CH2:35]([O:34][P:32]([CH2:37][C:38]([NH:28][C:5]1[CH:6]=[C:7]2[C:12](=[CH:13][C:4]=1[O:3][CH2:1][CH3:2])[N:11]=[CH:10][N:9]=[C:8]2[NH:14][C:15]1[CH:16]=[CH:17][C:18]([O:21][C:22]2[CH:23]=[CH:24][CH:25]=[CH:26][CH:27]=2)=[CH:19][CH:20]=1)=[O:39])(=[O:33])[O:31][CH2:29][CH3:30])[CH3:36]. The yield is 0.423. (3) The reactants are [CH3:1][O:2][C:3]1[CH:4]=[C:5]([CH:7]=[CH:8][C:9]=1[C:10]1[O:14][CH:13]=[N:12][CH:11]=1)[NH2:6].[S:15]1[C:19]2[CH:20]=[CH:21][CH:22]=[CH:23][C:18]=2[C:17]([CH:24]=O)=[CH:16]1. No catalyst specified. The product is [S:15]1[C:19]2[CH:20]=[CH:21][CH:22]=[CH:23][C:18]=2[C:17]([CH2:24][NH:6][C:5]2[CH:7]=[CH:8][C:9]([C:10]3[O:14][CH:13]=[N:12][CH:11]=3)=[C:3]([O:2][CH3:1])[CH:4]=2)=[CH:16]1. The yield is 0.476. (4) The reactants are [CH2:1]([O:3][C:4]([N:6]1[C:14]2[C:9](=[CH:10][C:11]([C:15]3[N:16]([CH3:24])[N:17]=[C:18]([C:20]([F:23])([F:22])[F:21])[CH:19]=3)=[CH:12][CH:13]=2)[CH:8]=[C:7]1[O:25]C(OCC)=O)=[O:5])[CH3:2].O. The catalyst is CN(C=O)C. The product is [CH2:1]([O:3][C:4]([N:6]1[C:14]2[C:9](=[CH:10][C:11]([C:15]3[N:16]([CH3:24])[N:17]=[C:18]([C:20]([F:22])([F:23])[F:21])[CH:19]=3)=[CH:12][CH:13]=2)[CH2:8][C:7]1=[O:25])=[O:5])[CH3:2]. The yield is 0.525. (5) The catalyst is O1CCOCC1. The product is [CH3:25][C@:12]1([NH:11][C:9](=[O:10])[O:8][CH2:1][C:2]2[CH:7]=[CH:6][CH:5]=[CH:4][CH:3]=2)[CH2:17][CH2:16][CH2:15][NH:14][CH2:13]1. The yield is 0.980. The reactants are [CH2:1]([O:8][C:9]([NH:11][C@@:12]1([CH3:25])[CH2:17][CH2:16][CH2:15][N:14](C(OC(C)(C)C)=O)[CH2:13]1)=[O:10])[C:2]1[CH:7]=[CH:6][CH:5]=[CH:4][CH:3]=1.Cl.